Dataset: Forward reaction prediction with 1.9M reactions from USPTO patents (1976-2016). Task: Predict the product of the given reaction. (1) The product is: [Cl:1][C:2]1[C:10]([O:11][CH3:12])=[CH:9][CH:8]=[CH:7][C:3]=1[C:4]([NH:19][CH2:18][CH:17]([C:20]1[CH:21]=[N:22][C:23]([C:26]([F:29])([F:28])[F:27])=[N:24][CH:25]=1)[CH2:16][CH:13]1[CH2:15][CH2:14]1)=[O:6]. Given the reactants [Cl:1][C:2]1[C:10]([O:11][CH3:12])=[CH:9][CH:8]=[CH:7][C:3]=1[C:4]([OH:6])=O.[CH:13]1([CH2:16][CH:17]([C:20]2[CH:21]=[N:22][C:23]([C:26]([F:29])([F:28])[F:27])=[N:24][CH:25]=2)[CH2:18][NH2:19])[CH2:15][CH2:14]1, predict the reaction product. (2) Given the reactants C[O:2][C:3]([CH:5]1[CH2:9][CH2:8][O:7][CH:6]1[O:10][CH3:11])=O.[H-].[H-].[H-].[H-].[Li+].[Al+3].O.[OH-].[Na+], predict the reaction product. The product is: [CH3:11][O:10][CH:6]1[CH:5]([CH2:3][OH:2])[CH2:9][CH2:8][O:7]1. (3) Given the reactants [C:1]1(=[O:7])[O:6][C:4](=[O:5])[CH2:3][CH2:2]1.[CH2:8]([OH:15])[C:9]1[CH:14]=[CH:13][CH:12]=[CH:11][CH:10]=1.C(=O)([O-])[O-].[Cs+].[Cs+].CN(C)C=O, predict the reaction product. The product is: [CH2:8]([O:15][C:4](=[O:5])[CH2:3][CH2:2][C:1]([OH:6])=[O:7])[C:9]1[CH:14]=[CH:13][CH:12]=[CH:11][CH:10]=1.